This data is from Catalyst prediction with 721,799 reactions and 888 catalyst types from USPTO. The task is: Predict which catalyst facilitates the given reaction. (1) Reactant: [CH2:1]([N:3]([CH2:11][C:12]1[N:13]=[C:14]2[S:21][C:20]([CH3:22])=[C:19]([CH2:23][CH2:24][C:25]([NH2:27])=O)[N:15]2[C:16](=[O:18])[CH:17]=1)[C:4]1[CH:9]=[CH:8][C:7]([F:10])=[CH:6][CH:5]=1)[CH3:2].C(N(CC)CC)C.C(S(OS(C(F)(F)F)(=O)=O)(=O)=O)(F)(F)F. Product: [CH2:1]([N:3]([CH2:11][C:12]1[N:13]=[C:14]2[S:21][C:20]([CH3:22])=[C:19]([CH2:23][CH2:24][C:25]#[N:27])[N:15]2[C:16](=[O:18])[CH:17]=1)[C:4]1[CH:5]=[CH:6][C:7]([F:10])=[CH:8][CH:9]=1)[CH3:2]. The catalyst class is: 4. (2) Reactant: [CH2:1]([Li])CCC.Cl[C:7]1[CH:8]=[C:9]([CH2:13][C:14]2[S:18][CH:17]=[C:16]([C:19](O)=[O:20])[C:15]=2[O:22][CH2:23][CH2:24][O:25][Si](C(C)(C)C)(C)C)[CH:10]=[CH:11][CH:12]=1.CO[CH2:35][C:36]([N:38](OC)[CH3:39])=[O:37].[Cl-:42].[NH4+:43]. Product: [Cl:42][C:7]1[CH:8]=[C:9]([CH2:13][C:14]2[S:18][C:17]3[C:16]([CH2:19][O:20][CH3:1])=[N:43][N:38]([CH3:39])[C:36](=[O:37])[C:35]=3[C:15]=2[O:22][CH2:23][CH2:24][OH:25])[CH:10]=[CH:11][CH:12]=1. The catalyst class is: 7. (3) Reactant: [C:1]([O:5][C:6]([N:8]1[CH2:13][CH2:12][CH:11]([CH2:14][O:15][C:16]2[N:21]=[CH:20][C:19]([C:22]3[CH:30]=[CH:29][C:25]([C:26]([OH:28])=O)=[CH:24][CH:23]=3)=[CH:18][N:17]=2)[CH2:10][CH2:9]1)=[O:7])([CH3:4])([CH3:3])[CH3:2].CCN(CC)CC.[NH:38]1[CH2:42][CH2:41][CH:40]([OH:43])[CH2:39]1.CN(C(ON1N=NC2C=CC=CC1=2)=[N+](C)C)C.[B-](F)(F)(F)F. Product: [OH:43][CH:40]1[CH2:41][CH2:42][N:38]([C:26]([C:25]2[CH:24]=[CH:23][C:22]([C:19]3[CH:20]=[N:21][C:16]([O:15][CH2:14][CH:11]4[CH2:10][CH2:9][N:8]([C:6]([O:5][C:1]([CH3:3])([CH3:4])[CH3:2])=[O:7])[CH2:13][CH2:12]4)=[N:17][CH:18]=3)=[CH:30][CH:29]=2)=[O:28])[CH2:39]1. The catalyst class is: 3. (4) Reactant: [Si:1]([O:8][CH2:9][C:10]1[C:11]([CH3:17])=[C:12]([NH2:16])[CH:13]=[CH:14][CH:15]=1)([C:4]([CH3:7])([CH3:6])[CH3:5])([CH3:3])[CH3:2].[Cl:18]N1C(=O)CCC1=O.CCCCCC. Product: [Si:1]([O:8][CH2:9][C:10]1[C:11]([CH3:17])=[C:12]([NH2:16])[C:13]([Cl:18])=[CH:14][CH:15]=1)([C:4]([CH3:7])([CH3:6])[CH3:5])([CH3:2])[CH3:3]. The catalyst class is: 7.